This data is from Forward reaction prediction with 1.9M reactions from USPTO patents (1976-2016). The task is: Predict the product of the given reaction. (1) Given the reactants CS[C:3](SC)=[C:4]1[C:13](=[O:14])[C:12]([CH2:19][CH2:20][CH2:21][CH3:22])([CH2:15][CH2:16][CH2:17][CH3:18])[C:11]2[C:6](=[CH:7][CH:8]=[CH:9][CH:10]=2)[C:5]1=[O:23].[NH2:26][C:27]1[CH:32]=[CH:31][C:30]([O:33][CH2:34][C:35]2[CH:40]=[CH:39][CH:38]=[CH:37][CH:36]=2)=[CH:29][C:28]=1[S:41]([NH2:44])(=[O:43])=[O:42], predict the reaction product. The product is: [CH2:34]([O:33][C:30]1[CH:31]=[CH:32][C:27]2[NH:26][C:3]([C:4]3[C:13](=[O:14])[C:12]([CH2:19][CH2:20][CH2:21][CH3:22])([CH2:15][CH2:16][CH2:17][CH3:18])[C:11]4[C:6]([C:5]=3[OH:23])=[CH:7][CH:8]=[CH:9][CH:10]=4)=[N:44][S:41](=[O:42])(=[O:43])[C:28]=2[CH:29]=1)[C:35]1[CH:40]=[CH:39][CH:38]=[CH:37][CH:36]=1. (2) Given the reactants [NH2:1][C:2]1[O:6][N:5]=[C:4]([CH3:7])[CH:3]=1.CCN(C(C)C)C(C)C.[C:17](Cl)(=O)[O:18]C1C=CC([N+]([O-])=O)=CC=1.[NH2:30][CH2:31][C:32]1[CH:33]=[C:34]([CH:47]=[CH:48][C:49]=1[F:50])[CH2:35][N:36]1[CH2:41][CH2:40][N:39]([C:42]([O:44][CH2:45][CH3:46])=[O:43])[CH2:38][CH2:37]1, predict the reaction product. The product is: [F:50][C:49]1[CH:48]=[CH:47][C:34]([CH2:35][N:36]2[CH2:41][CH2:40][N:39]([C:42]([O:44][CH2:45][CH3:46])=[O:43])[CH2:38][CH2:37]2)=[CH:33][C:32]=1[CH2:31][NH:30][C:17]([NH:1][C:2]1[O:6][N:5]=[C:4]([CH3:7])[CH:3]=1)=[O:18].